Dataset: Reaction yield outcomes from USPTO patents with 853,638 reactions. Task: Predict the reaction yield, written as a fraction of the theoretical maximum amount of product (1.0 means a 100% yield; for example, 0.34 means a 34% yield). (1) The product is [Cl:8][C:5]1[N:4]=[C:3]([CH:10]2[CH2:12][CH2:11]2)[C:2]([F:1])=[CH:7][N:6]=1. The catalyst is C1C=CC(P(C2C=CC=CC=2)[C-]2C=CC=C2)=CC=1.C1C=CC(P(C2C=CC=CC=2)[C-]2C=CC=C2)=CC=1.Cl[Pd]Cl.[Fe+2].ClCCl. The reactants are [F:1][C:2]1[C:3](Cl)=[N:4][C:5]([Cl:8])=[N:6][CH:7]=1.[CH:10]1(B(O)O)[CH2:12][CH2:11]1.[O-]P([O-])([O-])=O.[K+].[K+].[K+]. The yield is 0.790. (2) The reactants are Br[C:2]1[CH:3]=[C:4]([N:8]2[C:16]3[C:11](=[CH:12][C:13]([C:17](=[O:20])[NH:18][CH3:19])=[CH:14][CH:15]=3)[C:10]([C:21]([O:23][CH3:24])=[O:22])=[N:9]2)[CH:5]=[CH:6][CH:7]=1.[C:25]([C@:27]1([OH:34])[CH2:31][CH2:30][N:29]([CH3:32])[C:28]1=[O:33])#[CH:26]. No catalyst specified. The product is [OH:34][C@@:27]1([C:25]#[C:26][C:2]2[CH:3]=[C:4]([N:8]3[C:16]4[C:11](=[CH:12][C:13]([C:17](=[O:20])[NH:18][CH3:19])=[CH:14][CH:15]=4)[C:10]([C:21]([O:23][CH3:24])=[O:22])=[N:9]3)[CH:5]=[CH:6][CH:7]=2)[CH2:31][CH2:30][N:29]([CH3:32])[C:28]1=[O:33]. The yield is 0.940. (3) The reactants are [Cl:1][C:2]1[CH:15]=[CH:14][C:13]2[S:12][C:11]3[C:6](=[CH:7][CH:8]=[CH:9][CH:10]=3)[NH:5][C:4]=2[CH:3]=1.I[C:17]1[CH:25]=[CH:24][C:20]([C:21]([OH:23])=O)=[CH:19][CH:18]=1.[CH2:26]=[C:27]=[CH2:28].[C:29]1([NH2:36])[CH:34]=[CH:33][CH:32]=[CH:31][C:30]=1[NH2:35]. No catalyst specified. The product is [NH2:35][C:30]1[CH:31]=[CH:32][CH:33]=[CH:34][C:29]=1[NH:36][C:21](=[O:23])[C:20]1[CH:19]=[CH:18][C:17]([C:27]([CH2:28][N:5]2[C:4]3[CH:3]=[C:2]([Cl:1])[CH:15]=[CH:14][C:13]=3[S:12][C:11]3[C:6]2=[CH:7][CH:8]=[CH:9][CH:10]=3)=[CH2:26])=[CH:25][CH:24]=1. The yield is 0.690. (4) The reactants are [C:1]1([C:11]2[CH:16]=[CH:15][CH:14]=[CH:13][CH:12]=2)[CH:6]=[CH:5][C:4]([S:7]([NH2:10])(=[O:9])=[O:8])=[CH:3][CH:2]=1.[H-].[Na+].[CH2:19]([C:21]1[N:31]([C:32]2[CH:37]=[CH:36][C:35]([CH2:38][CH2:39][NH:40][C:41](=O)[O:42]C3C=CC=CC=3)=[CH:34][CH:33]=2)[C:24]2=[N:25][C:26]([CH3:30])=[CH:27][C:28]([CH3:29])=[C:23]2[N:22]=1)[CH3:20].O. The catalyst is CN(C=O)C. The product is [C:1]1([C:11]2[CH:16]=[CH:15][CH:14]=[CH:13][CH:12]=2)[CH:6]=[CH:5][C:4]([S:7]([NH:10][C:41]([NH:40][CH2:39][CH2:38][C:35]2[CH:36]=[CH:37][C:32]([N:31]3[C:24]4=[N:25][C:26]([CH3:30])=[CH:27][C:28]([CH3:29])=[C:23]4[N:22]=[C:21]3[CH2:19][CH3:20])=[CH:33][CH:34]=2)=[O:42])(=[O:8])=[O:9])=[CH:3][CH:2]=1. The yield is 0.500. (5) The yield is 0.280. The reactants are [CH2:1]([CH:4]([NH:8][C:9]([NH:11][CH:12]([CH2:16][CH2:17][CH3:18])[CH2:13][CH2:14][CH3:15])=[O:10])[CH2:5][CH2:6][CH3:7])[CH2:2][CH3:3].[C:19](Cl)(=[O:24])[CH2:20][C:21](Cl)=[O:22]. The product is [CH2:1]([CH:4]([N:8]1[C:21](=[O:22])[CH2:20][C:19](=[O:24])[N:11]([CH:12]([CH2:16][CH2:17][CH3:18])[CH2:13][CH2:14][CH3:15])[C:9]1=[O:10])[CH2:5][CH2:6][CH3:7])[CH2:2][CH3:3]. The catalyst is C(Cl)(Cl)Cl. (6) The reactants are [ClH:1].CCOCC.[CH2:7]([N:14]1[C:20](=[O:21])[CH:19]([NH:22][C:23](=[O:35])[C@@H:24]([N:26](C)[C:27](=O)OC(C)(C)C)[CH3:25])[CH2:18][S:17](=[O:37])(=[O:36])[C:16]2[CH:38]=[CH:39][CH:40]=[CH:41][C:15]1=2)[C:8]1[CH:13]=[CH:12][CH:11]=[CH:10][CH:9]=1. The catalyst is CO. The product is [ClH:1].[CH2:7]([N:14]1[C:20](=[O:21])[CH:19]([NH:22][C:23](=[O:35])[C@@H:24]([NH:26][CH3:27])[CH3:25])[CH2:18][S:17](=[O:37])(=[O:36])[C:16]2[CH:38]=[CH:39][CH:40]=[CH:41][C:15]1=2)[C:8]1[CH:9]=[CH:10][CH:11]=[CH:12][CH:13]=1. The yield is 1.00. (7) The reactants are [OH-].[Na+].[F:3][C:4]1[C:13]([N:14](S(CCC)(=O)=O)[S:15]([CH2:18][CH2:19][CH3:20])(=[O:17])=[O:16])=[CH:12][CH:11]=[C:10]([F:27])[C:5]=1[C:6]([O:8]C)=[O:7]. The catalyst is C1COCC1.CO. The product is [F:3][C:4]1[C:13]([NH:14][S:15]([CH2:18][CH2:19][CH3:20])(=[O:16])=[O:17])=[CH:12][CH:11]=[C:10]([F:27])[C:5]=1[C:6]([OH:8])=[O:7]. The yield is 0.770.